From a dataset of Catalyst prediction with 721,799 reactions and 888 catalyst types from USPTO. Predict which catalyst facilitates the given reaction. (1) Reactant: [F:1][C:2]1[CH:11]=[CH:10][C:5]([C:6]([O:8][CH3:9])=[O:7])=[C:4]([O:12][C:13]2[CH:18]=[CH:17][CH:16]=[C:15](F)[C:14]=2[N+:20]([O-:22])=[O:21])[CH:3]=1.[CH3:23][O:24][C:25]1[CH:30]=[CH:29][C:28]([CH:31]([C:33]2[CH:38]=[CH:37][C:36]([O:39][CH3:40])=[CH:35][CH:34]=2)[NH2:32])=[CH:27][CH:26]=1.C(N(C(C)C)C(C)C)C. Product: [CH3:40][O:39][C:36]1[CH:35]=[CH:34][C:33]([CH:31]([NH:32][C:15]2[C:14]([N+:20]([O-:22])=[O:21])=[C:13]([CH:18]=[CH:17][CH:16]=2)[O:12][C:4]2[CH:3]=[C:2]([F:1])[CH:11]=[CH:10][C:5]=2[C:6]([O:8][CH3:9])=[O:7])[C:28]2[CH:29]=[CH:30][C:25]([O:24][CH3:23])=[CH:26][CH:27]=2)=[CH:38][CH:37]=1. The catalyst class is: 60. (2) Reactant: [NH2:1][C:2]1[CH:26]=[CH:25][C:5]([CH2:6][N:7]2[CH2:16][CH:15]3[N:11]([CH2:12][CH2:13][CH2:14]3)[C:10]3[N:17]=[C:18]([NH:21][CH2:22][CH3:23])[N:19]=[CH:20][C:9]=3[C:8]2=[O:24])=[CH:4][CH:3]=1.[C:27](Cl)(=[O:34])[C:28]1[CH:33]=[CH:32][CH:31]=[N:30][CH:29]=1.Cl.C(N(CC)CC)C.C(=O)(O)[O-].[Na+]. Product: [CH2:22]([NH:21][C:18]1[N:19]=[CH:20][C:9]2[C:8](=[O:24])[N:7]([CH2:6][C:5]3[CH:4]=[CH:3][C:2]([NH:1][C:27](=[O:34])[C:28]4[CH:33]=[CH:32][CH:31]=[N:30][CH:29]=4)=[CH:26][CH:25]=3)[CH2:16][C@H:15]3[N:11]([CH2:12][CH2:13][CH2:14]3)[C:10]=2[N:17]=1)[CH3:23]. The catalyst class is: 4. (3) Reactant: [N:1]1[C:8]([Cl:9])=[N:7][C:5]([Cl:6])=[N:4][C:2]=1Cl.[C:10]([N:17]1[CH2:22][CH2:21][NH:20][CH2:19][CH2:18]1)([O:12][C:13]([CH3:16])([CH3:15])[CH3:14])=[O:11].CN(C1C2C(N(C)C)=CC=CC=2C=CC=1)C. Product: [C:13]([O:12][C:10]([N:17]1[CH2:22][CH2:21][N:20]([C:2]2[N:1]=[C:8]([Cl:9])[N:7]=[C:5]([Cl:6])[N:4]=2)[CH2:19][CH2:18]1)=[O:11])([CH3:16])([CH3:14])[CH3:15]. The catalyst class is: 2. (4) Reactant: [Br:1][C:2]1[CH:7]=[CH:6][C:5](/[C:8](/I)=[CH:9]/[CH2:10][O:11][C:12]2[CH:23]=[CH:22][C:15]([O:16][CH2:17][C:18]([O:20][CH3:21])=[O:19])=[C:14]([CH3:24])[CH:13]=2)=[CH:4][CH:3]=1.[S:26]1[C:30]([Sn](CCCC)(CCCC)CCCC)=[CH:29][C:28]2[CH:44]=[CH:45][CH:46]=[CH:47][C:27]1=2.C(P(C(C)(C)C)C(C)(C)C)(C)(C)C.C1CCCCC1. Product: [S:26]1[C:30](/[C:8](/[C:5]2[CH:6]=[CH:7][C:2]([Br:1])=[CH:3][CH:4]=2)=[CH:9]\[CH2:10][O:11][C:12]2[CH:23]=[CH:22][C:15]([O:16][CH2:17][C:18]([O:20][CH3:21])=[O:19])=[C:14]([CH3:24])[CH:13]=2)=[CH:29][C:28]2[CH:44]=[CH:45][CH:46]=[CH:47][C:27]1=2. The catalyst class is: 9. (5) Reactant: C(O[CH2:10][CH2:11][O:12][C:13]([CH3:15])=[S:14])(=O)C1C=CC=CC=1.FC(F)(F)[C@@H:18]([C:20]1[C:21]2[C:26]([CH:27]=[C:28]3[C:33]=1C=CC=C3)=CC=CC=2)[OH:19].[OH:36]P([O-])(O)=O.OP([O-])([O-])=O.[Na+].[Na+].[Na+].[Cl-].[Cl-].[K+].[K+]. Product: [C:18]([O:19][C@H:11]([O:12][C:13]([CH3:15])=[S:14])[CH3:10])(=[O:36])[C:20]1[CH:33]=[CH:28][CH:27]=[CH:26][CH:21]=1. The catalyst class is: 28.